Dataset: Full USPTO retrosynthesis dataset with 1.9M reactions from patents (1976-2016). Task: Predict the reactants needed to synthesize the given product. The reactants are: [F:1][C:2]([F:18])([F:17])[C:3]1[CH:4]=[C:5]([N:9]2[CH:14]=[CH:13][C:12](=[O:15])[NH:11][C:10]2=[O:16])[CH:6]=[CH:7][CH:8]=1.[Si:19]([O:36][CH2:37][C@H:38](O)[CH3:39])([C:32]([CH3:35])([CH3:34])[CH3:33])([C:26]1[CH:31]=[CH:30][CH:29]=[CH:28][CH:27]=1)[C:20]1[CH:25]=[CH:24][CH:23]=[CH:22][CH:21]=1.C1(P(C2C=CC=CC=2)C2C=CC=CC=2)C=CC=CC=1.N(C(OCC)=O)=NC(OCC)=O. Given the product [Si:19]([O:36][CH2:37][C@H:38]([N:11]1[C:12](=[O:15])[CH:13]=[CH:14][N:9]([C:5]2[CH:6]=[CH:7][CH:8]=[C:3]([C:2]([F:1])([F:17])[F:18])[CH:4]=2)[C:10]1=[O:16])[CH3:39])([C:32]([CH3:33])([CH3:34])[CH3:35])([C:26]1[CH:27]=[CH:28][CH:29]=[CH:30][CH:31]=1)[C:20]1[CH:25]=[CH:24][CH:23]=[CH:22][CH:21]=1, predict the reactants needed to synthesize it.